Dataset: Forward reaction prediction with 1.9M reactions from USPTO patents (1976-2016). Task: Predict the product of the given reaction. The product is: [CH3:30][C:31]([CH3:63])([CH2:36][CH2:37][C:38]1[S:39][C:40]([C:43]2[CH:48]=[CH:47][C:46]([NH:49][C:50](=[O:62])[C:51]3[CH:56]=[CH:55][C:54]([C:57]4[O:61][CH:60]=[N:59][CH:58]=4)=[CH:53][CH:52]=3)=[CH:45][CH:44]=2)=[CH:41][N:42]=1)[C:32]([OH:34])=[O:33]. Given the reactants C(C1C=CC(C(NC2C=CC(C3SC(CCC(O)=O)=NC=3)=CC=2)=O)=CC=1)(C)(C)C.[CH3:30][C:31]([CH3:63])([CH2:36][CH2:37][C:38]1[S:39][C:40]([C:43]2[CH:48]=[CH:47][C:46]([NH:49][C:50](=[O:62])[C:51]3[CH:56]=[CH:55][C:54]([C:57]4[O:61][CH:60]=[N:59][CH:58]=4)=[CH:53][CH:52]=3)=[CH:45][CH:44]=2)=[CH:41][N:42]=1)[C:32]([O:34]C)=[O:33], predict the reaction product.